This data is from Full USPTO retrosynthesis dataset with 1.9M reactions from patents (1976-2016). The task is: Predict the reactants needed to synthesize the given product. (1) Given the product [C:1]([OH:4])(=[O:3])[CH3:2].[CH3:29][C:27]1([CH3:30])[O:26][C:14]2([CH2:19][CH2:18][N:17]([C:20](=[O:25])[C:21]([F:22])([F:23])[F:24])[CH2:16][CH2:15]2)[CH2:13][NH:12][CH2:28]1, predict the reactants needed to synthesize it. The reactants are: [C:1]([OH:4])(=[O:3])[CH3:2].C([N:12]1[CH2:28][C:27]([CH3:30])([CH3:29])[O:26][C:14]2([CH2:19][CH2:18][N:17]([C:20](=[O:25])[C:21]([F:24])([F:23])[F:22])[CH2:16][CH2:15]2)[CH2:13]1)C1C=CC=CC=1.Cl.[H][H]. (2) Given the product [Cl:1][C:2]1[CH:3]=[CH:4][C:5]2[C:14]3[C:9](=[CH:10][N:11]=[CH:12][CH:13]=3)[C:8](=[O:15])[N:7]([CH2:20][CH2:19][O:18][CH3:17])[C:6]=2[CH:16]=1, predict the reactants needed to synthesize it. The reactants are: [Cl:1][C:2]1[CH:3]=[CH:4][C:5]2[C:14]3[C:9](=[CH:10][N:11]=[CH:12][CH:13]=3)[C:8](=[O:15])[NH:7][C:6]=2[CH:16]=1.[CH3:17][O:18][CH2:19][CH2:20]Br. (3) Given the product [F:1][C:2]1[CH:7]=[C:6]([CH3:8])[C:5]([S:9]([CH2:10][C:11]([F:14])([F:13])[F:12])=[O:47])=[CH:4][C:3]=1[N:15]1[C:19]([NH:20][CH3:21])=[CH:18][C:17]([O:22][C:23]([F:38])([F:37])[CH:24]([F:36])[O:25][C:26]([F:34])([F:35])[C:27]([F:32])([F:33])[C:28]([F:30])([F:31])[F:29])=[N:16]1, predict the reactants needed to synthesize it. The reactants are: [F:1][C:2]1[CH:7]=[C:6]([CH3:8])[C:5]([S:9][CH2:10][C:11]([F:14])([F:13])[F:12])=[CH:4][C:3]=1[N:15]1[C:19]([NH:20][CH3:21])=[CH:18][C:17]([O:22][C:23]([F:38])([F:37])[CH:24]([F:36])[O:25][C:26]([F:35])([F:34])[C:27]([F:33])([F:32])[C:28]([F:31])([F:30])[F:29])=[N:16]1.ClC1C=CC=C(C(OO)=[O:47])C=1. (4) Given the product [CH3:41][C:33]1([CH3:42])[O:32][C:31](=[O:43])[N:30]([CH:27]2[CH2:26][CH2:25][C:24](=[O:23])[CH2:29][CH2:28]2)[C@H:34]1[C:35]1[CH:36]=[CH:37][CH:38]=[CH:39][CH:40]=1, predict the reactants needed to synthesize it. The reactants are: CC(OI1(OC(C)=O)(OC(C)=O)OC(=O)C2C=CC=CC1=2)=O.[OH:23][CH:24]1[CH2:29][CH2:28][CH:27]([N:30]2[C@@H:34]([C:35]3[CH:40]=[CH:39][CH:38]=[CH:37][CH:36]=3)[C:33]([CH3:42])([CH3:41])[O:32][C:31]2=[O:43])[CH2:26][CH2:25]1.[O-]S([O-])(=S)=O.[Na+].[Na+].C([O-])(O)=O.[Na+]. (5) Given the product [N+:12]([C:9]1[CH:10]=[CH:11][C:6]([C:5]2([C:4]([O:3][CH2:1][CH3:2])=[O:15])[CH2:20][CH2:19]2)=[CH:7][CH:8]=1)([O-:14])=[O:13], predict the reactants needed to synthesize it. The reactants are: [CH2:1]([O:3][C:4](=[O:15])[CH2:5][C:6]1[CH:11]=[CH:10][C:9]([N+:12]([O-:14])=[O:13])=[CH:8][CH:7]=1)[CH3:2].[H-].[Na+].Br[CH2:19][CH2:20]Br.O. (6) Given the product [CH:11]1([N:8]2[C:9]3[CH:10]=[C:2]([C:37]4[CH:42]=[N:41][C:40]([N:43]5[CH2:44][CH2:45][NH:46][CH2:47][CH2:48]5)=[CH:39][CH:38]=4)[CH:3]=[C:4]([C:16]([NH:18][CH2:19][C:20]4[C:21](=[O:28])[NH:22][C:23]([CH3:27])=[CH:24][C:25]=4[CH3:26])=[O:17])[C:5]=3[CH:6]=[N:7]2)[CH2:15][CH2:14][CH2:13][CH2:12]1, predict the reactants needed to synthesize it. The reactants are: Br[C:2]1[CH:3]=[C:4]([C:16]([NH:18][CH2:19][C:20]2[C:21](=[O:28])[NH:22][C:23]([CH3:27])=[CH:24][C:25]=2[CH3:26])=[O:17])[C:5]2[CH:6]=[N:7][N:8]([CH:11]3[CH2:15][CH2:14][CH2:13][CH2:12]3)[C:9]=2[CH:10]=1.CC1(C)C(C)(C)OB([C:37]2[CH:38]=[CH:39][C:40]([N:43]3[CH2:48][CH2:47][NH:46][CH2:45][CH2:44]3)=[N:41][CH:42]=2)O1. (7) Given the product [CH3:3][O:4][C:5](=[O:17])[CH:6]([CH2:20][C:19]#[CH:18])[C:7]1[CH:16]=[CH:15][C:10]([C:11]([O:13][CH3:14])=[O:12])=[CH:9][CH:8]=1, predict the reactants needed to synthesize it. The reactants are: [H-].[Na+].[CH3:3][O:4][C:5](=[O:17])[CH2:6][C:7]1[CH:16]=[CH:15][C:10]([C:11]([O:13][CH3:14])=[O:12])=[CH:9][CH:8]=1.[CH2:18](Br)[C:19]#[CH:20].CO. (8) Given the product [O:4]1[C:8]2=[C:9]([N:13]3[CH2:18][CH2:17][N:16]([CH2:19][CH2:20][C@H:21]4[CH2:26][CH2:25][C@H:24]([NH:27][C:40]([C:37]5[CH:36]=[N:35][C:34]([N:28]6[CH2:33][CH2:32][O:31][CH2:30][CH2:29]6)=[CH:39][N:38]=5)=[O:41])[CH2:23][CH2:22]4)[CH2:15][CH2:14]3)[N:10]=[CH:11][CH:12]=[C:7]2[CH2:6][CH2:5]1, predict the reactants needed to synthesize it. The reactants are: Cl.Cl.Cl.[O:4]1[C:8]2=[C:9]([N:13]3[CH2:18][CH2:17][N:16]([CH2:19][CH2:20][C@H:21]4[CH2:26][CH2:25][C@H:24]([NH2:27])[CH2:23][CH2:22]4)[CH2:15][CH2:14]3)[N:10]=[CH:11][CH:12]=[C:7]2[CH2:6][CH2:5]1.[N:28]1([C:34]2[N:35]=[CH:36][C:37]([C:40](O)=[O:41])=[N:38][CH:39]=2)[CH2:33][CH2:32][O:31][CH2:30][CH2:29]1. (9) Given the product [CH3:19][C:18]1[CH:17]=[CH:16][CH:15]=[C:3]2[C:2]=1[N:1]=[CH:20][N:6]([CH:7]1[CH2:12][CH2:11][C:10](=[O:13])[NH:9][C:8]1=[O:14])[C:4]2=[O:5], predict the reactants needed to synthesize it. The reactants are: [NH2:1][C:2]1[C:18]([CH3:19])=[CH:17][CH:16]=[CH:15][C:3]=1[C:4]([NH:6][CH:7]1[CH2:12][CH2:11][C:10](=[O:13])[NH:9][C:8]1=[O:14])=[O:5].[CH:20](OC)(OC)OC.C1(C)C=CC(S(O)(=O)=O)=CC=1.O. (10) The reactants are: [NH2:1][CH2:2][C:3]1[CH:32]=[CH:31][C:30]([Cl:33])=[CH:29][C:4]=1[CH2:5][NH:6][C:7]([C@@H:9]1[CH2:13][CH2:12][CH2:11][N:10]1[C:14]([C:16]1[N:17](CO)[CH:18]=[C:19]([C:21]2[CH:26]=[CH:25][N:24]=[CH:23][CH:22]=2)[CH:20]=1)=[O:15])=[O:8].N. Given the product [NH2:1][CH2:2][C:3]1[CH:32]=[CH:31][C:30]([Cl:33])=[CH:29][C:4]=1[CH2:5][NH:6][C:7]([C@@H:9]1[CH2:13][CH2:12][CH2:11][N:10]1[C:14]([C:16]1[NH:17][CH:18]=[C:19]([C:21]2[CH:26]=[CH:25][N:24]=[CH:23][CH:22]=2)[CH:20]=1)=[O:15])=[O:8], predict the reactants needed to synthesize it.